Dataset: Reaction yield outcomes from USPTO patents with 853,638 reactions. Task: Predict the reaction yield, written as a fraction of the theoretical maximum amount of product (1.0 means a 100% yield; for example, 0.34 means a 34% yield). (1) The reactants are [C:1]([O:5][C:6]([N:8]1[CH2:14][CH2:13][CH2:12][N:11]2[N:15]=[C:16]([C:18]([OH:20])=O)[CH:17]=[C:10]2[CH2:9]1)=[O:7])([CH3:4])([CH3:3])[CH3:2].Cl.[CH:22]12[NH:30][CH:26]([CH2:27][CH2:28][CH2:29]1)[CH2:25][CH:24]([C:31]([O:33]CC)=[O:32])[CH2:23]2.CN(C(ON1N=NC2C=CC=NC1=2)=[N+](C)C)C.F[P-](F)(F)(F)(F)F.CCN(C(C)C)C(C)C. The catalyst is CN(C=O)C. The product is [C:1]([O:5][C:6]([N:8]1[CH2:14][CH2:13][CH2:12][N:11]2[N:15]=[C:16]([C:18]([N:30]3[CH:22]4[CH2:29][CH2:28][CH2:27][CH:26]3[CH2:25][CH:24]([C:31]([OH:33])=[O:32])[CH2:23]4)=[O:20])[CH:17]=[C:10]2[CH2:9]1)=[O:7])([CH3:2])([CH3:3])[CH3:4]. The yield is 0.580. (2) The catalyst is CC#N.CCOC(C)=O.O. The yield is 0.586. The reactants are [NH2:1][C@@:2]([C:12]1[C:13]([F:19])=[N:14][CH:15]=[C:16]([Br:18])[CH:17]=1)([CH2:10][F:11])[CH2:3][C@H:4]([OH:9])[C:5]([F:8])([F:7])[F:6].[C:20]([N:28]=[C:29]=S)(=[O:27])[C:21]1[CH:26]=[CH:25][CH:24]=[CH:23][CH:22]=1.C1(N=C=NC2CCCCC2)CCCCC1.C(N(C(C)C)CC)(C)C. The product is [Br:18][C:16]1[CH:17]=[C:12]([C@:2]2([CH2:10][F:11])[CH2:3][C@@H:4]([C:5]([F:6])([F:8])[F:7])[O:9][C:29]([NH:28][C:20](=[O:27])[C:21]3[CH:26]=[CH:25][CH:24]=[CH:23][CH:22]=3)=[N:1]2)[C:13]([F:19])=[N:14][CH:15]=1. (3) The reactants are S(Cl)(Cl)=O.O=[C:6]([NH:23][NH:24][C:25]1[N:26]=[C:27]2[CH:33]=[CH:32][N:31](S(C3C=CC(C)=CC=3)(=O)=O)[C:28]2=[N:29][CH:30]=1)[CH2:7][C@H:8]1[CH2:13][CH2:12][C@H:11]([CH2:14][NH:15][C:16](=[O:22])[O:17][C:18]([CH3:21])([CH3:20])[CH3:19])[CH2:10][CH2:9]1.C([O-])([O-])=O.[Na+].[Na+].[OH-].[Na+]. The catalyst is O.O1CCOCC1. The product is [C:6]1([CH2:7][C@H:8]2[CH2:13][CH2:12][C@H:11]([CH2:14][NH:15][C:16](=[O:22])[O:17][C:18]([CH3:21])([CH3:20])[CH3:19])[CH2:10][CH2:9]2)[N:26]2[C:27]3[CH:33]=[CH:32][NH:31][C:28]=3[N:29]=[CH:30][C:25]2=[N:24][N:23]=1. The yield is 0.630. (4) The reactants are Cl.[Cl:2][C:3]1[CH:4]=[C:5]2[C:13](=[C:14]([NH:16][C:17]([C@@H:19]3[CH2:24][O:23][C:22]([CH3:26])([CH3:25])[CH2:21][N:20]3[CH2:27][C@@H:28]([NH2:30])[CH3:29])=[O:18])[CH:15]=1)[NH:12][C:11]1[CH:10]=[N:9][CH:8]=[CH:7][C:6]2=1.C(Cl)Cl.Cl[C:35]([O:37][CH3:38])=[O:36].O. The catalyst is N1C=CC=CC=1. The product is [CH3:38][O:37][C:35](=[O:36])[NH:30][C@@H:28]([CH3:29])[CH2:27][N:20]1[C@H:19]([C:17](=[O:18])[NH:16][C:14]2[CH:15]=[C:3]([Cl:2])[CH:4]=[C:5]3[C:13]=2[NH:12][C:11]2[CH:10]=[N:9][CH:8]=[CH:7][C:6]3=2)[CH2:24][O:23][C:22]([CH3:25])([CH3:26])[CH2:21]1. The yield is 0.770. (5) The reactants are [CH:1]1([CH2:4][N:5]2[CH2:25][CH2:24][C@:12]34[C:13]5[C:14]6[O:23][C@H:11]3[C:10](=[O:26])[CH2:9][CH2:8][C@@:7]4([OH:27])[C@H:6]2[CH2:19][C:18]=5[CH:17]=[CH:16][C:15]=6[C:20]([NH2:22])=[O:21])[CH2:3][CH2:2]1.[Cl-].[NH4+]. The catalyst is C(O)C.[Zn]. The product is [CH:1]1([CH2:4][N:5]2[CH2:25][CH2:24][C@@:12]34[C:13]5[C:14]([OH:23])=[C:15]([C:20]([NH2:22])=[O:21])[CH:16]=[CH:17][C:18]=5[CH2:19][C@@H:6]2[C@:7]3([OH:27])[CH2:8][CH2:9][C:10](=[O:26])[CH2:11]4)[CH2:3][CH2:2]1. The yield is 0.480. (6) The reactants are [C:1]([C:5]1[CH:6]=[C:7]([NH2:21])[N:8]([C:10]2[CH:15]=[CH:14][C:13]([O:16][CH2:17][CH2:18][O:19][CH3:20])=[CH:12][CH:11]=2)[N:9]=1)([CH3:4])([CH3:3])[CH3:2].[N:22]1[CH:27]=[CH:26][C:25]([O:28][C:29]2[CH:34]=[CH:33][C:32]([NH2:35])=[CH:31][CH:30]=2)=[CH:24][CH:23]=1.C[CH2:37][O:38]C(C)=O. The catalyst is ClCCCl. The product is [C:1]([C:5]1[CH:6]=[C:7]([NH:21][C:37]([NH:35][C:32]2[CH:33]=[CH:34][C:29]([O:28][C:25]3[CH:24]=[CH:23][N:22]=[CH:27][CH:26]=3)=[CH:30][CH:31]=2)=[O:38])[N:8]([C:10]2[CH:15]=[CH:14][C:13]([O:16][CH2:17][CH2:18][O:19][CH3:20])=[CH:12][CH:11]=2)[N:9]=1)([CH3:4])([CH3:2])[CH3:3]. The yield is 0.350. (7) The reactants are [CH3:1][O:2][C:3]1[CH:4]=[C:5]2[C:10](=[CH:11][C:12]=1[O:13][CH3:14])[N:9]=[CH:8][CH:7]=[C:6]2[O:15][C:16]1[CH:22]=[CH:21][C:19]([NH2:20])=[C:18]([F:23])[CH:17]=1.ClC(Cl)(O[C:28](=[O:34])OC(Cl)(Cl)Cl)Cl.[CH:36]([NH2:40])([CH2:38][CH3:39])[CH3:37]. The catalyst is C(Cl)(Cl)Cl.C(N(CC)CC)C.ClCCl. The product is [CH:36]([NH:40][C:28]([NH:20][C:19]1[CH:21]=[CH:22][C:16]([O:15][C:6]2[C:5]3[C:10](=[CH:11][C:12]([O:13][CH3:14])=[C:3]([O:2][CH3:1])[CH:4]=3)[N:9]=[CH:8][CH:7]=2)=[CH:17][C:18]=1[F:23])=[O:34])([CH2:38][CH3:39])[CH3:37]. The yield is 0.890.